Dataset: Reaction yield outcomes from USPTO patents with 853,638 reactions. Task: Predict the reaction yield, written as a fraction of the theoretical maximum amount of product (1.0 means a 100% yield; for example, 0.34 means a 34% yield). (1) The reactants are [NH2:1][C:2]1[CH:3]=[CH:4][C:5]([F:20])=[C:6]([C@@:8]2([CH3:19])[NH:13][C:12](=[O:14])[C:11]([F:16])([CH3:15])[CH2:10][C:9]2([F:18])[F:17])[CH:7]=1.[C:21](O[C:21]([O:23][C:24]([CH3:27])([CH3:26])[CH3:25])=[O:22])([O:23][C:24]([CH3:27])([CH3:26])[CH3:25])=[O:22]. The catalyst is O1CCCC1. The product is [F:20][C:5]1[CH:4]=[CH:3][C:2]([NH:1][C:21](=[O:22])[O:23][C:24]([CH3:27])([CH3:26])[CH3:25])=[CH:7][C:6]=1[C@:8]1([CH3:19])[C:9]([F:18])([F:17])[CH2:10][C:11]([F:16])([CH3:15])[C:12](=[O:14])[NH:13]1. The yield is 0.900. (2) The reactants are Cl.Cl.[CH3:3][C@H:4]1[C:12]2[C:11]([N:13]3[CH2:18][CH2:17][NH:16][CH2:15][CH2:14]3)=[N:10][CH:9]=[N:8][C:7]=2[C@H:6]([OH:19])[CH2:5]1.[C:20]([NH:24][CH2:25][CH:26]([C:30]1[CH:35]=[CH:34][C:33]([Cl:36])=[CH:32][CH:31]=1)[C:27]([O-])=[O:28])([CH3:23])([CH3:22])[CH3:21].[K+].CCN(C(C)C)C(C)C.CN(C(ON1N=NC2C=CC=CC1=2)=[N+](C)C)C.F[P-](F)(F)(F)(F)F. The catalyst is CN(C=O)C. The product is [C:20]([NH:24][CH2:25][CH:26]([C:30]1[CH:35]=[CH:34][C:33]([Cl:36])=[CH:32][CH:31]=1)[C:27]([N:16]1[CH2:15][CH2:14][N:13]([C:11]2[C:12]3[C@H:4]([CH3:3])[CH2:5][C@@H:6]([OH:19])[C:7]=3[N:8]=[CH:9][N:10]=2)[CH2:18][CH2:17]1)=[O:28])([CH3:23])([CH3:21])[CH3:22]. The yield is 0.410. (3) The reactants are [CH3:1][C:2]1[C:7]([CH2:8]O)=[CH:6][CH:5]=[C:4]([C:10]([F:13])([F:12])[F:11])[N:3]=1.[BrH:14]. No catalyst specified. The product is [Br:14][CH2:8][C:7]1[C:2]([CH3:1])=[N:3][C:4]([C:10]([F:13])([F:12])[F:11])=[CH:5][CH:6]=1. The yield is 0.710. (4) The reactants are S(=O)(=O)(O)O.[CH2:6]([O:8][C:9]1[C:17]2[O:16][C:15]([CH3:19])([CH3:18])[CH2:14][C:13]=2[CH:12]=[C:11]([CH:20](O)[CH:21]([CH3:23])[CH3:22])[CH:10]=1)[CH3:7].[C:25]([C:27]1[CH:28]=[C:29]([CH:34]=[CH:35][CH:36]=1)[C:30]([O:32][CH3:33])=[O:31])#[N:26].C(O)(=O)C. The catalyst is O.C1(C)C=CC=CC=1. The product is [CH3:33][O:32][C:30](=[O:31])[C:29]1[CH:34]=[CH:35][CH:36]=[C:27]([C:25]2[C:12]3[C:11](=[CH:10][C:9]([O:8][CH2:6][CH3:7])=[C:17]4[O:16][C:15]([CH3:19])([CH3:18])[CH2:14][C:13]4=3)[CH2:20][C:21]([CH3:23])([CH3:22])[N:26]=2)[CH:28]=1. The yield is 0.390. (5) The reactants are [C:1]([NH:8][C@H:9]([C:18]([OH:20])=[O:19])[CH2:10][C:11]1[CH:16]=[CH:15][C:14]([NH2:17])=[CH:13][CH:12]=1)([O:3][C:4]([CH3:7])([CH3:6])[CH3:5])=[O:2].[Br:21][C:22]([CH3:27])([CH3:26])[C:23](Br)=[O:24].C(Cl)(Cl)Cl.O. The catalyst is C1COCC1. The product is [C:1]([NH:8][C@H:9]([C:18]([OH:20])=[O:19])[CH2:10][C:11]1[CH:12]=[CH:13][C:14]([NH:17][C:23](=[O:24])[C:22]([Br:21])([CH3:27])[CH3:26])=[CH:15][CH:16]=1)([O:3][C:4]([CH3:5])([CH3:7])[CH3:6])=[O:2]. The yield is 0.650. (6) The reactants are [CH:1]([C:3]1[CH:18]=[CH:17][C:6]([C:7]([O:9][CH2:10][C:11]2[CH:16]=[CH:15][CH:14]=[CH:13][CH:12]=2)=[O:8])=[CH:5][CH:4]=1)=O.[F:19][C:20]([F:31])([F:30])[C:21]1[CH:26]=[CH:25][C:24]([C@@H:27]([NH2:29])[CH3:28])=[CH:23][CH:22]=1. No catalyst specified. The product is [F:19][C:20]([F:30])([F:31])[C:21]1[CH:22]=[CH:23][C:24]([C@@H:27]([NH:29][CH2:1][C:3]2[CH:18]=[CH:17][C:6]([C:7]([O:9][CH2:10][C:11]3[CH:16]=[CH:15][CH:14]=[CH:13][CH:12]=3)=[O:8])=[CH:5][CH:4]=2)[CH3:28])=[CH:25][CH:26]=1. The yield is 0.830. (7) The reactants are [N:1]1[C:10]2[C:5](=[CH:6][CH:7]=[CH:8][CH:9]=2)[N:4]=[CH:3][C:2]=1[C:11]([NH:13][C:14]1[CH:18]=[CH:17][S:16][C:15]=1[C:19]([OH:21])=O)=[O:12].Cl.C[N:24](C)CCCN=C=NCC.N. The catalyst is CN(C)C1C=CN=CC=1.C(Cl)Cl. The product is [NH2:24][C:19]([C:15]1[S:16][CH:17]=[CH:18][C:14]=1[NH:13][C:11]([C:2]1[CH:3]=[N:4][C:5]2[C:10](=[CH:9][CH:8]=[CH:7][CH:6]=2)[N:1]=1)=[O:12])=[O:21]. The yield is 0.460. (8) The yield is 0.410. The reactants are [C:1]1([C:7]#[CH:8])[CH:6]=[CH:5][CH:4]=[CH:3][CH:2]=1.C(NC(C)C)(C)C.I[C:17]1[CH:22]=[CH:21][C:20]([O:23][C:24](=[O:33])[N:25]([CH3:32])[C:26]2[CH:31]=[CH:30][CH:29]=[CH:28][CH:27]=2)=[CH:19][CH:18]=1. The catalyst is [Cu]I.C1C=CC(/C=C/C(/C=C/C2C=CC=CC=2)=O)=CC=1.C1C=CC(/C=C/C(/C=C/C2C=CC=CC=2)=O)=CC=1.C1C=CC(/C=C/C(/C=C/C2C=CC=CC=2)=O)=CC=1.[Pd].[Pd].CC(C)([P](C(C)(C)C)([Pd][P](C(C)(C)C)(C(C)(C)C)C(C)(C)C)C(C)(C)C)C. The product is [C:1]1([C:7]#[C:8][C:17]2[CH:18]=[CH:19][C:20]([O:23][C:24](=[O:33])[N:25]([CH3:32])[C:26]3[CH:31]=[CH:30][CH:29]=[CH:28][CH:27]=3)=[CH:21][CH:22]=2)[CH:6]=[CH:5][CH:4]=[CH:3][CH:2]=1.